Dataset: Full USPTO retrosynthesis dataset with 1.9M reactions from patents (1976-2016). Task: Predict the reactants needed to synthesize the given product. (1) The reactants are: Br[C:2]1[CH:3]=[N:4][C:5]2[C:10]([CH:11]=1)=[CH:9][C:8]([OH:12])=[CH:7][CH:6]=2.O.N.[ClH:15]. Given the product [Cl:15][C:2]1[CH:3]=[N:4][C:5]2[C:10]([CH:11]=1)=[CH:9][C:8]([OH:12])=[CH:7][CH:6]=2, predict the reactants needed to synthesize it. (2) Given the product [C:22]([O:21][CH:7]([CH2:8]/[CH:9]=[C:10](\[CH3:17])/[CH2:11][CH2:12][CH:13]=[C:14]([CH3:16])[CH3:15])[C:18](=[O:20])[CH3:19])(=[O:24])[CH3:23], predict the reactants needed to synthesize it. The reactants are: C(OC(=O)[C:7]([O:21][C:22](=[O:24])[CH3:23])([C:18](=[O:20])[CH3:19])[CH2:8]/[CH:9]=[C:10](\[CH3:17])/[CH2:11][CH2:12][CH:13]=[C:14]([CH3:16])[CH3:15])(C)(C)C.[Li+].[Cl-]. (3) The reactants are: C(Cl)(=O)C(Cl)=[O:3].C([O:10][C:11]1[CH:16]=[C:15]([CH2:17][NH:18]/[CH:19]=[C:20]2\[C:21](=[O:32])[NH:22][C:23](=[O:31])[C:24]3[C:29]\2=[CH:28][C:27]([I:30])=[CH:26][CH:25]=3)[CH:14]=[CH:13][C:12]=1[NH:33][C:34](=[O:36])[CH3:35])(=O)C.[CH3:37][N:38]([CH3:42])[C:39](=O)[CH3:40]. Given the product [OH-:3].[NH4+:18].[CH3:37][N:38]([CH3:42])[CH2:39]/[CH:40]=[CH:35]/[C:34]([NH:33][C:12]1[CH:13]=[CH:14][C:15]([CH2:17][NH:18]/[CH:19]=[C:20]2\[C:21](=[O:32])[NH:22][C:23](=[O:31])[C:24]3[C:29]\2=[CH:28][C:27]([I:30])=[CH:26][CH:25]=3)=[CH:16][C:11]=1[OH:10])=[O:36], predict the reactants needed to synthesize it. (4) Given the product [O:18]=[S:10]1(=[O:17])[C:11]2[CH:16]=[CH:15][CH:14]=[CH:13][C:12]=2[N:8]([C:6]([C:5]2[CH:19]=[C:20]([C:24]([F:27])([F:26])[F:25])[C:21]([O:22][CH3:23])=[C:3]([CH:4]=2)[C:1]([OH:31])=[O:2])=[O:7])[CH2:9]1, predict the reactants needed to synthesize it. The reactants are: [CH:1]([C:3]1[CH:4]=[C:5]([CH:19]=[C:20]([C:24]([F:27])([F:26])[F:25])[C:21]=1[O:22][CH3:23])[C:6]([N:8]1[C:12]2[CH:13]=[CH:14][CH:15]=[CH:16][C:11]=2[S:10](=[O:18])(=[O:17])[CH2:9]1)=[O:7])=[O:2].C(O)(=O)CC(CC(O)=O)(C(O)=O)[OH:31].CC(=CC)C.Cl([O-])=O.[Na+]. (5) Given the product [NH2:16][C:15]1[CH:14]=[C:13]([O:17][CH3:18])[N:12]=[CH:11][C:10]=1[CH2:9][OH:8], predict the reactants needed to synthesize it. The reactants are: [H-].[H-].[H-].[H-].[Li+].[Al+3].C[O:8][C:9](=O)[C:10]1[C:15]([NH2:16])=[CH:14][C:13]([O:17][CH3:18])=[N:12][CH:11]=1.O. (6) Given the product [Cl:2][C:3]1[CH:16]=[CH:15][C:14]2[S:13][C:12]3[C:7](=[CH:8][CH:9]=[CH:10][CH:11]=3)[N:6]([CH2:17][CH2:18][CH2:19][CH2:20][NH:21][S:35]([C:32]3[CH:33]=[CH:34][C:29]([CH3:39])=[CH:30][CH:31]=3)(=[O:37])=[O:36])[C:5]=2[CH:4]=1, predict the reactants needed to synthesize it. The reactants are: Cl.[Cl:2][C:3]1[CH:16]=[CH:15][C:14]2[S:13][C:12]3[C:7](=[CH:8][CH:9]=[CH:10][CH:11]=3)[N:6]([CH2:17][CH2:18][CH2:19][CH2:20][NH2:21])[C:5]=2[CH:4]=1.C(N(CC)CC)C.[C:29]1([CH3:39])[CH:34]=[CH:33][C:32]([S:35](Cl)(=[O:37])=[O:36])=[CH:31][CH:30]=1.[Na+].[Cl-]. (7) Given the product [CH:34]1([C:32](=[O:33])[CH2:31][N:22]([C:20]2[N:21]=[C:16]3[CH:15]=[CH:14][N:13]([S:3]([C:6]4[CH:7]=[CH:8][C:9]([CH3:10])=[CH:11][CH:12]=4)(=[O:5])=[O:4])[C:17]3=[N:18][CH:19]=2)[C:23](=[O:29])[O:24][C:25]([CH3:26])([CH3:28])[CH3:27])[CH2:39][CH2:38][CH2:37][CH2:36][CH2:35]1, predict the reactants needed to synthesize it. The reactants are: [H-].[Na+].[S:3]([N:13]1[C:17]2=[N:18][CH:19]=[C:20]([NH:22][C:23](=[O:29])[O:24][C:25]([CH3:28])([CH3:27])[CH3:26])[N:21]=[C:16]2[CH:15]=[CH:14]1)([C:6]1[CH:12]=[CH:11][C:9]([CH3:10])=[CH:8][CH:7]=1)(=[O:5])=[O:4].Br[CH2:31][C:32]([CH:34]1[CH2:39][CH2:38][CH2:37][CH2:36][CH2:35]1)=[O:33]. (8) Given the product [CH3:12][O:11][C:4]1[N:3]=[C:2]([NH:13][CH2:14][CH:15]([OH:18])[CH2:16][OH:17])[C:7]([N+:8]([O-:10])=[O:9])=[CH:6][CH:5]=1, predict the reactants needed to synthesize it. The reactants are: Cl[C:2]1[C:7]([N+:8]([O-:10])=[O:9])=[CH:6][CH:5]=[C:4]([O:11][CH3:12])[N:3]=1.[NH2:13][CH2:14][CH:15]([OH:18])[CH2:16][OH:17]. (9) Given the product [Cl:1][C:2]1[CH:14]=[CH:13][C:5]2[NH:6][C:7]([S:9][C:12]3[CH:24]=[CH:25][CH:26]=[C:27]4[C:22]=3[NH:21][CH:20]=[CH:19][C:18]4=[O:17])=[N:8][C:4]=2[C:3]=1[C:15]#[N:16], predict the reactants needed to synthesize it. The reactants are: [Cl:1][C:2]1[CH:14]=[CH:13][C:5]2[NH:6][C:7]([S:9]([CH3:12])(=O)=O)=[N:8][C:4]=2[C:3]=1[C:15]#[N:16].[O:17]=[C:18]1[C:27]2[C:22](=C([S-])[CH:24]=[CH:25][CH:26]=2)[NH:21][CH:20]=[CH:19]1.[Na+].C(O)(C)C.